Dataset: Full USPTO retrosynthesis dataset with 1.9M reactions from patents (1976-2016). Task: Predict the reactants needed to synthesize the given product. (1) Given the product [CH3:1][CH2:2][C:3]1[C:12]2[CH2:13][N:14]3[C:19](=[O:20])[C:18]4[CH2:21][O:22][C:23]([C@:25]([OH:28])([CH2:26][CH3:27])[C:17]=4[CH:16]=[C:15]3[C:11]=2[N:10]=[C:9]2[C:4]=1[CH:5]=[C:6]([O:29][C:30]([N:32]1[CH2:33][CH2:34][CH:35]([N:38]3[CH2:43][CH2:42][CH2:41][CH2:40][CH2:39]3)[CH2:36][CH2:37]1)=[O:31])[CH:7]=[CH:8]2)=[O:24].[OH2:46].[OH2:50].[OH2:20].[ClH:51], predict the reactants needed to synthesize it. The reactants are: [CH3:1][CH2:2][C:3]1[C:12]2[CH2:13][N:14]3[C:19](=[O:20])[C:18]4[CH2:21][O:22][C:23]([C@:25]([OH:28])([CH2:26][CH3:27])[C:17]=4[CH:16]=[C:15]3[C:11]=2[N:10]=[C:9]2[C:4]=1[CH:5]=[C:6]([O:29][C:30]([N:32]1[CH2:37][CH2:36][CH:35]([N:38]3[CH2:43][CH2:42][CH2:41][CH2:40][CH2:39]3)[CH2:34][CH2:33]1)=[O:31])[CH:7]=[CH:8]2)=[O:24].C([O-])(=[O:46])C.C([OH:50])C.[ClH:51]. (2) Given the product [NH2:16][C@@H:12]([CH:13]1[CH2:15][CH2:14]1)[C:6]1[N:5]([N:24]2[CH2:29][CH2:28][N:27]([CH3:30])[CH2:26][CH2:25]2)[C:4](=[O:31])[C:3]2[C:8](=[CH:9][CH:10]=[CH:11][C:2]=2[Cl:1])[N:7]=1, predict the reactants needed to synthesize it. The reactants are: [Cl:1][C:2]1[CH:11]=[CH:10][CH:9]=[C:8]2[C:3]=1[C:4](=[O:31])[N:5]([N:24]1[CH2:29][CH2:28][N:27]([CH3:30])[CH2:26][CH2:25]1)[C:6]([C@@H:12]([NH:16]C(=O)OC(C)(C)C)[CH:13]1[CH2:15][CH2:14]1)=[N:7]2.FC(F)(F)C(O)=O. (3) Given the product [Cl:10][CH2:11][C:12]#[C:13][CH2:14][N:5]1[CH2:6][CH2:7][O:8][CH2:9][C@H:4]1[CH2:2][CH3:3], predict the reactants needed to synthesize it. The reactants are: Cl.[CH2:2]([C@@H:4]1[CH2:9][O:8][CH2:7][CH2:6][NH:5]1)[CH3:3].[Cl:10][CH2:11][C:12]#[C:13][CH2:14]Cl.C(=O)([O-])[O-].[K+].[K+]. (4) Given the product [NH2:22][CH2:23][CH2:24][C:25]1[N:26]=[CH:27][N:28]([C:11]2[CH:12]=[CH:13][C:8]3[S:7][C:6]4[N:16]=[CH:17][CH:18]=[N:19][C:5]=4[N:4]([CH2:3][O:2][CH3:1])[C:9]=3[CH:10]=2)[CH:29]=1, predict the reactants needed to synthesize it. The reactants are: [CH3:1][O:2][CH2:3][N:4]1[C:9]2[CH:10]=[C:11](CCl)[CH:12]=[CH:13][C:8]=2[S:7][C:6]2[N:16]=[CH:17][CH:18]=[N:19][C:5]1=2.Cl.Cl.[NH2:22][CH2:23][CH2:24][C:25]1[N:26]=[CH:27][NH:28][CH:29]=1. (5) The reactants are: [C:1]([C:5]1[CH:14]=[CH:13][C:8]([C:9]([O:11]C)=[O:10])=[C:7]([O:15][CH:16]2[CH2:21][CH2:20][N:19]([C:22]([O:24][C:25]([CH3:28])([CH3:27])[CH3:26])=[O:23])[CH2:18][CH2:17]2)[CH:6]=1)([CH3:4])([CH3:3])[CH3:2].O[Li].O. Given the product [C:1]([C:5]1[CH:14]=[CH:13][C:8]([C:9]([OH:11])=[O:10])=[C:7]([O:15][CH:16]2[CH2:21][CH2:20][N:19]([C:22]([O:24][C:25]([CH3:28])([CH3:27])[CH3:26])=[O:23])[CH2:18][CH2:17]2)[CH:6]=1)([CH3:4])([CH3:2])[CH3:3], predict the reactants needed to synthesize it. (6) Given the product [CH3:3][O:4][C:5]1[CH:10]=[CH:9][C:8]([O:11][C:13]2[CH:18]=[CH:17][C:16]([N+:19]([O-:21])=[O:20])=[CH:15][CH:14]=2)=[CH:7][CH:6]=1, predict the reactants needed to synthesize it. The reactants are: [H-].[Na+].[CH3:3][O:4][C:5]1[CH:10]=[CH:9][C:8]([OH:11])=[CH:7][CH:6]=1.F[C:13]1[CH:18]=[CH:17][C:16]([N+:19]([O-:21])=[O:20])=[CH:15][CH:14]=1. (7) The reactants are: [F:1][C:2]1[CH:3]=[C:4]([C:12]2[O:16][N:15]=[C:14]([CH2:17][OH:18])[CH:13]=2)[CH:5]=[CH:6][C:7]=1[C:8]([F:11])([F:10])[F:9].[Cl:19]N1C(=O)CCC1=O.S(=O)(=O)(O)O.[C:32]([OH:35])(=O)[CH3:33]. Given the product [C:32]([O:18][CH2:17][C:14]1[C:13]([Cl:19])=[C:12]([C:4]2[CH:5]=[CH:6][C:7]([C:8]([F:9])([F:11])[F:10])=[C:2]([F:1])[CH:3]=2)[O:16][N:15]=1)(=[O:35])[CH3:33], predict the reactants needed to synthesize it. (8) The reactants are: [NH2:1][C:2]1[CH:7]=[C:6]([Br:8])[CH:5]=[CH:4][C:3]=1[S:9][C:10]1[CH:15]=[CH:14][C:13]([OH:16])=[CH:12][CH:11]=1.C([C:19]1[C:20]([N:26]=[CH:27][N:28]([CH3:30])C)=[N:21][C:22]([CH3:25])=[CH:23][CH:24]=1)#N. Given the product [Br:8][C:6]1[CH:5]=[CH:4][C:3]([S:9][C:10]2[CH:15]=[CH:14][C:13]([OH:16])=[CH:12][CH:11]=2)=[C:2]([NH:1][C:30]2[C:19]3[CH:24]=[CH:23][C:22]([CH3:25])=[N:21][C:20]=3[N:26]=[CH:27][N:28]=2)[CH:7]=1, predict the reactants needed to synthesize it. (9) Given the product [Cl:1][C:2]1[CH:3]=[CH:4][C:5]2[CH2:6][N:7]([CH2:20][CH2:19][OH:21])[CH2:8][C@@H:9]([C:13]3[CH:18]=[CH:17][CH:16]=[CH:15][CH:14]=3)[O:10][C:11]=2[N:12]=1, predict the reactants needed to synthesize it. The reactants are: [Cl:1][C:2]1[CH:3]=[CH:4][C:5]2[CH2:6][NH:7][CH2:8][C@@H:9]([C:13]3[CH:18]=[CH:17][CH:16]=[CH:15][CH:14]=3)[O:10][C:11]=2[N:12]=1.[C:19](O)(=[O:21])[CH3:20].OCC=O.C([BH3-])#N.[Na+]. (10) Given the product [F:1][C:2]1[CH:3]=[CH:4][C:5]([C:8](=[C:11]([O:13][CH3:14])[CH3:12])[C:9]#[N:10])=[CH:6][CH:7]=1, predict the reactants needed to synthesize it. The reactants are: [F:1][C:2]1[CH:7]=[CH:6][C:5]([CH:8]([C:11](=[O:13])[CH3:12])[C:9]#[N:10])=[CH:4][CH:3]=1.[C:14](OC)(OC)(OC)C.